The task is: Predict the reaction yield, written as a fraction of the theoretical maximum amount of product (1.0 means a 100% yield; for example, 0.34 means a 34% yield).. This data is from Reaction yield outcomes from USPTO patents with 853,638 reactions. (1) The reactants are [C:1]([N:9]1[CH2:22][CH2:21][C:20]2[C:19]3[C:18](Br)=[CH:17][CH:16]=[CH:15][C:14]=3[NH:13][C:12]=2[CH2:11][CH2:10]1)(=[O:8])[C:2]1[CH:7]=[CH:6][CH:5]=[CH:4][CH:3]=1.[F:24][C:25]1[CH:26]=[C:27](B(O)O)[CH:28]=[C:29]([F:31])[CH:30]=1.C(=O)([O-])[O-].[Na+].[Na+].CO. The catalyst is C(COC)OC.C1COCC1.O. The product is [C:1]([N:9]1[CH2:22][CH2:21][C:20]2[C:19]3[C:18]([C:27]4[CH:26]=[C:25]([F:24])[CH:30]=[C:29]([F:31])[CH:28]=4)=[CH:17][CH:16]=[CH:15][C:14]=3[NH:13][C:12]=2[CH2:11][CH2:10]1)(=[O:8])[C:2]1[CH:7]=[CH:6][CH:5]=[CH:4][CH:3]=1. The yield is 1.00. (2) The reactants are [I-].[CH3:2][C:3]1[CH:4]=[C:5]([C:12]2[CH:13]=[N+:14]([CH2:18][CH2:19][CH3:20])[CH:15]=[CH:16][CH:17]=2)[CH:6]=[CH:7][C:8]=1[N+:9]([O-:11])=[O:10].[BH4-].[Na+]. The catalyst is CO. The product is [CH3:2][C:3]1[CH:4]=[C:5]([C:12]2[CH2:13][N:14]([CH2:18][CH2:19][CH3:20])[CH2:15][CH2:16][CH:17]=2)[CH:6]=[CH:7][C:8]=1[N+:9]([O-:11])=[O:10]. The yield is 0.850. (3) The reactants are Cl[C:2]([O:4][CH3:5])=[O:3].[F:6][C:7]([F:11])([F:10])[CH2:8][OH:9].N1C=CC=CC=1. The catalyst is ClCCl. The product is [C:2](=[O:3])([O:9][CH2:8][C:7]([F:11])([F:10])[F:6])[O:4][CH3:5]. The yield is 0.460.